From a dataset of Full USPTO retrosynthesis dataset with 1.9M reactions from patents (1976-2016). Predict the reactants needed to synthesize the given product. (1) Given the product [F:1][C:2]1[CH:7]=[CH:6][C:5]([N:8]2[C:12]([C:13]3[N:14]=[CH:15][N:16]([C:20]4[CH:25]=[CH:24][C:23]([C:26]([F:29])([F:28])[F:27])=[CH:22][CH:21]=4)[CH:17]=3)=[C:11]([CH3:18])[N:10]=[N:9]2)=[CH:4][CH:3]=1, predict the reactants needed to synthesize it. The reactants are: [F:1][C:2]1[CH:7]=[CH:6][C:5]([N:8]2[C:12]([C:13]3[N:14]=[CH:15][NH:16][CH:17]=3)=[C:11]([CH3:18])[N:10]=[N:9]2)=[CH:4][CH:3]=1.F[C:20]1[CH:25]=[CH:24][C:23]([C:26]([F:29])([F:28])[F:27])=[CH:22][CH:21]=1.C(=O)([O-])[O-].[K+].[K+].Cl. (2) Given the product [C:1]1([C@H:13]2[CH2:14][CH2:15][C@H:16]([CH2:19][CH:20]([C:23]#[N:24])[C:21]#[N:22])[CH2:17][CH2:18]2)[N:2]=[N:3][N:4]2[C:9]=1[C:8]1[CH:10]=[CH:11][NH:12][C:7]=1[N:6]=[CH:5]2, predict the reactants needed to synthesize it. The reactants are: [C:1]1([C@H:13]2[CH2:18][CH2:17][C@H:16]([CH:19]=[C:20]([C:23]#[N:24])[C:21]#[N:22])[CH2:15][CH2:14]2)[N:2]=[N:3][N:4]2[C:9]=1[C:8]1[CH:10]=[CH:11][NH:12][C:7]=1[N:6]=[CH:5]2.CC1NC(C)=C(C(OCC)=O)CC=1C(OCC)=O.O. (3) Given the product [F:48][C:45]1[CH:46]=[CH:47][C:42]([CH2:41][N:18]2[C:19](=[O:40])[C:20]([CH2:25][C:26]3[CH:27]=[CH:28][C:29]([C:32]4[CH:37]=[CH:36][CH:35]=[CH:34][C:33]=4[C:38]4[NH:3][C:4](=[O:7])[O:5][N:39]=4)=[CH:30][CH:31]=3)=[C:21]([CH2:22][CH2:23][CH3:24])[N:16]3[N:15]=[C:14]([CH3:13])[N:49]=[C:17]23)=[CH:43][CH:44]=1, predict the reactants needed to synthesize it. The reactants are: [Cl-].O[NH3+:3].[C:4](=[O:7])([O-])[OH:5].[Na+].CS(C)=O.[CH3:13][C:14]1[N:49]=[C:17]2[N:18]([CH2:41][C:42]3[CH:47]=[CH:46][C:45]([F:48])=[CH:44][CH:43]=3)[C:19](=[O:40])[C:20]([CH2:25][C:26]3[CH:31]=[CH:30][C:29]([C:32]4[C:33]([C:38]#[N:39])=[CH:34][CH:35]=[CH:36][CH:37]=4)=[CH:28][CH:27]=3)=[C:21]([CH2:22][CH2:23][CH3:24])[N:16]2[N:15]=1. (4) Given the product [OH:27][CH2:26][C:25]([C:22]1[CH:21]=[CH:20][C:19]([C:18]([NH:17][C:9]2[CH:8]=[C:7]([N:1]3[CH2:5][CH2:4][CH2:3][CH2:2]3)[N:12]3[N:13]=[C:14]([CH3:16])[CH:15]=[C:11]3[N:10]=2)=[O:30])=[CH:24][CH:23]=1)([CH3:29])[CH3:28], predict the reactants needed to synthesize it. The reactants are: [NH:1]1[CH2:5][CH2:4][CH2:3][CH2:2]1.Cl[C:7]1[N:12]2[N:13]=[C:14]([CH3:16])[CH:15]=[C:11]2[N:10]=[C:9]([NH:17][C:18](=[O:30])[C:19]2[CH:24]=[CH:23][C:22]([C:25]([CH3:29])([CH3:28])[CH2:26][OH:27])=[CH:21][CH:20]=2)[CH:8]=1. (5) The reactants are: C[N:2]1[CH2:12][C@H:11](C2C=CC=CC=2)[C:10]2[CH:9]=[C:8]([OH:19])[C:7](Cl)=[CH:6][C:5]=2CC1.CC([C@]1([OH:47])C[C@H]2N(C[C@H]3C4C2=CC=CC=4CCC2C=CC=CC3=2)CC1)(C)C. Given the product [NH2:2][CH2:12][CH2:11][C:10]1[CH:5]=[CH:6][C:7]([OH:47])=[C:8]([OH:19])[CH:9]=1, predict the reactants needed to synthesize it. (6) Given the product [CH3:20][O:19][N:21]=[CH:16][C:12]1[CH:13]=[N:14][CH:15]=[C:10]([C:9]#[C:8][C:4]2[CH:5]=[CH:6][CH:7]=[C:2]([F:1])[CH:3]=2)[CH:11]=1, predict the reactants needed to synthesize it. The reactants are: [F:1][C:2]1[CH:3]=[C:4]([C:8]#[C:9][C:10]2[CH:11]=[C:12]([CH:16]=O)[CH:13]=[N:14][CH:15]=2)[CH:5]=[CH:6][CH:7]=1.Cl.[O:19]([NH2:21])[CH3:20].C(=O)([O-])[O-].[K+].[K+]. (7) Given the product [Cl:34][C:31]1[CH:32]=[C:33]2[NH:6][C:7](=[O:35])[C:8]3([CH:13]([CH:14]4[CH2:19][CH2:18][CH2:17][CH2:16][CH2:15]4)[CH2:12][C:11](=[O:20])[NH:10][CH:9]3[C:21]3[CH:26]=[CH:25][CH:24]=[C:23]([Cl:27])[CH:22]=3)[C:28]2=[CH:29][CH:30]=1, predict the reactants needed to synthesize it. The reactants are: C(OC([N:6]1[C:33]2[C:28](=[CH:29][CH:30]=[C:31]([Cl:34])[CH:32]=2)[C@:8]2([C@@H:13]([CH:14]3[CH2:19][CH2:18][CH2:17][CH2:16][CH2:15]3)[CH2:12][C:11](=[O:20])[NH:10][C@H:9]2[C:21]2[CH:26]=[CH:25][CH:24]=[C:23]([Cl:27])[CH:22]=2)[C:7]1=[O:35])=O)C.[OH-].[Na+]. (8) The reactants are: P(C(C)(C)C)(C(C)(C)C)[C:2]([CH3:5])(C)[CH3:3].C(=O)=[O:15].[Li+].C[Si]([N-][Si](C)(C)C)(C)C.Br[C:28]1[CH:33]=[CH:32][C:31]([Cl:34])=[C:30]([Cl:35])[CH:29]=1.[C:36]1([CH3:42])[CH:41]=[CH:40][CH:39]=[CH:38][CH:37]=1. Given the product [Cl:35][C:30]1[CH:29]=[C:28]([CH:40]2[C:41]3[C:36](=[CH:42][CH:3]=[CH:2][CH:5]=3)[CH2:37][CH2:38][C:39]2=[O:15])[CH:33]=[CH:32][C:31]=1[Cl:34], predict the reactants needed to synthesize it. (9) Given the product [F:13][C:14]1[CH:15]=[C:16]([C:11]2[C:3]([CH2:1][CH3:2])=[N:4][N:5]3[CH:10]=[CH:9][CH:8]=[CH:7][C:6]=23)[CH:17]=[C:18]([F:20])[CH:19]=1, predict the reactants needed to synthesize it. The reactants are: [CH2:1]([C:3]1[C:11](I)=[C:6]2[CH:7]=[CH:8][CH:9]=[CH:10][N:5]2[N:4]=1)[CH3:2].[F:13][C:14]1[CH:15]=[C:16](B(O)O)[CH:17]=[C:18]([F:20])[CH:19]=1.C(=O)([O-])[O-].[K+].[K+].